Dataset: Forward reaction prediction with 1.9M reactions from USPTO patents (1976-2016). Task: Predict the product of the given reaction. (1) Given the reactants Cl[C:2]1[N:11]=[C:10]([NH:12][CH2:13][CH2:14][CH:15]([C:22]2[CH:27]=[CH:26][CH:25]=[CH:24][CH:23]=2)[C:16]2[CH:21]=[CH:20][CH:19]=[CH:18][CH:17]=2)[C:9]2[C:4](=[CH:5][CH:6]=[CH:7][CH:8]=2)[N:3]=1.[S:28]1[C:32](B(O)O)=[CH:31][C:30]2[CH:36]=[CH:37][CH:38]=[CH:39][C:29]1=2.C(NC1C2C(=CC=CC=2)N=C(C2SC3C=CC=CC=3C=2)N=1)(C1C=CC=CC=1)C1C=CC=CC=1, predict the reaction product. The product is: [C:16]1([CH:15]([C:22]2[CH:27]=[CH:26][CH:25]=[CH:24][CH:23]=2)[CH2:14][CH2:13][NH:12][C:10]2[C:9]3[C:4](=[CH:5][CH:6]=[CH:7][CH:8]=3)[N:3]=[C:2]([C:32]3[S:28][C:29]4[CH:39]=[CH:38][CH:37]=[CH:36][C:30]=4[CH:31]=3)[N:11]=2)[CH:21]=[CH:20][CH:19]=[CH:18][CH:17]=1. (2) Given the reactants [CH3:1][O:2][C:3](=[O:18])[C:4]([O:7][C:8]1[CH:13]=[C:12]([O:14][CH3:15])[C:11]([OH:16])=[CH:10][C:9]=1[CH3:17])([CH3:6])[CH3:5].[CH3:19][N:20]1[C:24]([CH2:25]O)=[CH:23][C:22]([C:27]2[CH:32]=[CH:31][C:30]([O:33][C:34]([F:37])([F:36])[F:35])=[CH:29][CH:28]=2)=[N:21]1.CN(C)C(N=NC(N(C)C)=O)=O.C(P(CCCC)CCCC)CCC, predict the reaction product. The product is: [CH3:1][O:2][C:3](=[O:18])[C:4]([O:7][C:8]1[CH:13]=[C:12]([O:14][CH3:15])[C:11]([O:16][CH2:25][C:24]2[N:20]([CH3:19])[N:21]=[C:22]([C:27]3[CH:28]=[CH:29][C:30]([O:33][C:34]([F:36])([F:35])[F:37])=[CH:31][CH:32]=3)[CH:23]=2)=[CH:10][C:9]=1[CH3:17])([CH3:6])[CH3:5]. (3) Given the reactants [O:1]1[CH2:6][CH2:5][N:4]([C:7]2[C:12]([NH2:13])=[CH:11][C:10]([N:14]3[CH2:19][CH2:18][O:17][CH2:16][CH2:15]3)=[CH:9][N:8]=2)[CH2:3][CH2:2]1.Cl[C:21]1[C:30]2[C:25](=[CH:26][CH:27]=[CH:28][CH:29]=2)[N:24]=[C:23]([C:31]2[CH:36]=[CH:35][CH:34]=[CH:33][N:32]=2)[C:22]=1[CH3:37].Cl.O1CCOCC1.CN1C(=O)CCC1, predict the reaction product. The product is: [N:4]1([C:7]2[C:12]([NH:13][C:21]3[C:30]4[C:25](=[CH:26][CH:27]=[CH:28][CH:29]=4)[N:24]=[C:23]([C:31]4[CH:36]=[CH:35][CH:34]=[CH:33][N:32]=4)[C:22]=3[CH3:37])=[CH:11][C:10]([N:14]3[CH2:15][CH2:16][O:17][CH2:18][CH2:19]3)=[CH:9][N:8]=2)[CH2:5][CH2:6][O:1][CH2:2][CH2:3]1. (4) Given the reactants [Br:1][C:2]1[CH:7]=[CH:6][C:5]([CH2:8][C:9]#[N:10])=[C:4]([Cl:11])[CH:3]=1.[Cl:12][C:13]1[CH:18]=[C:17]([CH3:19])[CH:16]=[C:15]([Cl:20])[C:14]=1[O:21][CH2:22][CH2:23][O:24][C:25]1[CH:30]=[CH:29][C:28]([CH2:31]I)=[CH:27][CH:26]=1, predict the reaction product. The product is: [Br:1][C:2]1[CH:7]=[CH:6][C:5]([CH:8]([CH2:31][C:28]2[CH:29]=[CH:30][C:25]([O:24][CH2:23][CH2:22][O:21][C:14]3[C:15]([Cl:20])=[CH:16][C:17]([CH3:19])=[CH:18][C:13]=3[Cl:12])=[CH:26][CH:27]=2)[C:9]#[N:10])=[C:4]([Cl:11])[CH:3]=1. (5) The product is: [C:10]([O:9][C:7]([C@@H:4]([CH2:5][C:26]1[CH:16]=[CH:17][C:18]2[O:22][C:21]([F:23])([F:24])[O:20][C:19]=2[CH:25]=1)[C:3]([O:2][CH3:1])=[O:14])=[O:8])([CH3:13])([CH3:12])[CH3:11]. Given the reactants [CH3:1][O:2][C:3](=[O:14])[C@H:4]([C:7]([O:9][C:10]([CH3:13])([CH3:12])[CH3:11])=[O:8])[CH2:5]I.Br[C:16]1[CH:26]=[CH:25][C:19]2[O:20][C:21]([F:24])([F:23])[O:22][C:18]=2[CH:17]=1, predict the reaction product. (6) Given the reactants [CH:1](=[O:10])[CH:2]=[CH:3][C:4]1[CH:9]=[CH:8][CH:7]=[CH:6][CH:5]=1.O[C:12]1[CH:17]=[CH:16][CH:15]=[CH:14][C:13]=1C(=O)C, predict the reaction product. The product is: [C:4]1([CH:3]=[CH:2][C:1]([C:12]2[CH:17]=[CH:16][CH:15]=[CH:14][CH:13]=2)=[O:10])[CH:9]=[CH:8][CH:7]=[CH:6][CH:5]=1. (7) Given the reactants [CH3:1][C:2]1[CH:7]=[C:6]([N+:8]([O-:10])=[O:9])[C:5]([N+:11]([O-:13])=[O:12])=[CH:4][C:3]=1[OH:14].[CH3:15][NH:16][C:17]([C:19]1[CH:24]=[C:23](Cl)[CH:22]=[CH:21][N:20]=1)=[O:18], predict the reaction product. The product is: [CH3:15][NH:16][C:17]([C:19]1[CH:24]=[C:23]([O:14][C:3]2[CH:4]=[C:5]([N+:11]([O-:13])=[O:12])[C:6]([N+:8]([O-:10])=[O:9])=[CH:7][C:2]=2[CH3:1])[CH:22]=[CH:21][N:20]=1)=[O:18].